From a dataset of NCI-60 drug combinations with 297,098 pairs across 59 cell lines. Regression. Given two drug SMILES strings and cell line genomic features, predict the synergy score measuring deviation from expected non-interaction effect. Drug 1: C1CCC(C1)C(CC#N)N2C=C(C=N2)C3=C4C=CNC4=NC=N3. Drug 2: CC(C)(C#N)C1=CC(=CC(=C1)CN2C=NC=N2)C(C)(C)C#N. Cell line: COLO 205. Synergy scores: CSS=-8.60, Synergy_ZIP=6.42, Synergy_Bliss=1.94, Synergy_Loewe=0.395, Synergy_HSA=-7.20.